This data is from Full USPTO retrosynthesis dataset with 1.9M reactions from patents (1976-2016). The task is: Predict the reactants needed to synthesize the given product. (1) The reactants are: [NH2:1][CH2:2][C@@H:3]([OH:15])[CH2:4][P:5]([CH2:8][CH:9]1[CH2:14][CH2:13][CH2:12][CH2:11][CH2:10]1)(=[O:7])[OH:6].C(=O)([O-])[O-].[K+].[K+].[C:22]([O:26][C:27](O[C:27]([O:26][C:22]([CH3:25])([CH3:24])[CH3:23])=[O:28])=[O:28])([CH3:25])([CH3:24])[CH3:23].C(OCC)(=O)C. Given the product [C:22]([O:26][C:27]([NH:1][CH2:2][C@@H:3]([OH:15])[CH2:4][P:5]([CH2:8][CH:9]1[CH2:14][CH2:13][CH2:12][CH2:11][CH2:10]1)(=[O:6])[OH:7])=[O:28])([CH3:25])([CH3:24])[CH3:23], predict the reactants needed to synthesize it. (2) Given the product [Cl:23][C:7]1[N:6]=[C:5]2[S:24][CH:2]=[CH:3][C:4]2=[CH:9][C:8]=1[CH:10]([N:12]1[C:13](=[O:22])[C:14]2[C:19](=[CH:18][CH:17]=[CH:16][CH:15]=2)[C:20]1=[O:21])[CH3:11], predict the reactants needed to synthesize it. The reactants are: Br[C:2]1[S:24][C:5]2=[N:6][C:7]([Cl:23])=[C:8]([CH:10]([N:12]3[C:20](=[O:21])[C:19]4[C:14](=[CH:15][CH:16]=[CH:17][CH:18]=4)[C:13]3=[O:22])[CH3:11])[CH:9]=[C:4]2[CH:3]=1. (3) Given the product [NH2:1][C:2]1[C:3]2[CH:18]=[C:17]([C:19]3[C:24]([Cl:25])=[CH:23][CH:22]=[CH:21][C:20]=3[Cl:26])[C:16](=[O:27])[N:15]([CH2:30][C:31]3[CH:36]=[CH:35][CH:34]=[CH:33][CH:32]=3)[C:4]=2[N:5]=[C:6]([NH:8][C:9]2[CH:14]=[CH:13][CH:12]=[CH:11][CH:10]=2)[N:7]=1, predict the reactants needed to synthesize it. The reactants are: [NH2:1][C:2]1[C:3]2[CH:18]=[C:17]([C:19]3[C:24]([Cl:25])=[CH:23][CH:22]=[CH:21][C:20]=3[Cl:26])[C:16](=[O:27])[NH:15][C:4]=2[N:5]=[C:6]([NH:8][C:9]2[CH:14]=[CH:13][CH:12]=[CH:11][CH:10]=2)[N:7]=1.[H-].[Na+].[CH2:30](Br)[C:31]1[CH:36]=[CH:35][CH:34]=[CH:33][CH:32]=1. (4) Given the product [CH3:13][N:14]1[C:6]([NH2:7])=[CH:5][C:4]([C:3]([CH3:10])([CH3:9])[C:2]([F:1])([F:11])[F:12])=[N:15]1, predict the reactants needed to synthesize it. The reactants are: [F:1][C:2]([F:12])([F:11])[C:3]([CH3:10])([CH3:9])[C:4](=O)[CH2:5][C:6]#[N:7].[CH3:13][NH:14][NH2:15].Cl.C(Cl)Cl. (5) Given the product [S:27]1[CH:31]=[C:30]([C:32]2[CH:33]=[CH:34][C:35]([CH2:36][NH:37][C:12]([C:9]3[CH:10]=[C:11]4[C:6]([CH:5]=[CH:4][N:3]([CH2:15][C:16]5[CH:21]=[CH:20][C:19]([C:22]6[N:23]=[N:24][NH:25][N:26]=6)=[CH:18][CH:17]=5)[C:2]4=[O:1])=[CH:7][CH:8]=3)=[O:14])=[CH:38][CH:39]=2)[N:29]=[N:28]1, predict the reactants needed to synthesize it. The reactants are: [O:1]=[C:2]1[C:11]2[C:6](=[CH:7][CH:8]=[C:9]([C:12]([OH:14])=O)[CH:10]=2)[CH:5]=[CH:4][N:3]1[CH2:15][C:16]1[CH:21]=[CH:20][C:19]([C:22]2[N:23]=[N:24][NH:25][N:26]=2)=[CH:18][CH:17]=1.[S:27]1[CH:31]=[C:30]([C:32]2[CH:39]=[CH:38][C:35]([CH2:36][NH2:37])=[CH:34][CH:33]=2)[N:29]=[N:28]1.